From a dataset of Reaction yield outcomes from USPTO patents with 853,638 reactions. Predict the reaction yield, written as a fraction of the theoretical maximum amount of product (1.0 means a 100% yield; for example, 0.34 means a 34% yield). (1) The reactants are [H-].[Na+].[O:3]=[C:4]1[C:13]2[C:8](=[CH:9][CH:10]=[C:11]([C:14]([O:16][CH3:17])=[O:15])[CH:12]=2)[CH:7]=[CH:6][NH:5]1.Br[CH2:19][CH2:20][CH2:21][NH:22][C:23](=[O:29])[O:24][C:25]([CH3:28])([CH3:27])[CH3:26]. The catalyst is CN(C=O)C. The product is [C:25]([O:24][C:23]([NH:22][CH2:21][CH2:20][CH2:19][N:5]1[CH:6]=[CH:7][C:8]2[C:13](=[CH:12][C:11]([C:14]([O:16][CH3:17])=[O:15])=[CH:10][CH:9]=2)[C:4]1=[O:3])=[O:29])([CH3:28])([CH3:27])[CH3:26]. The yield is 0.560. (2) The reactants are I[C:2]1[CH:3]=[C:4]([CH:9]=[CH:10][C:11]=1[OH:12])[C:5]([O:7][CH3:8])=[O:6].[CH3:13][O:14][C:15]1[CH:20]=[CH:19][C:18]([C:21]#[CH:22])=[CH:17][CH:16]=1.Cl. The catalyst is CN(C=O)C.N1CCCCC1.Cl[Pd](Cl)([P](C1C=CC=CC=1)(C1C=CC=CC=1)C1C=CC=CC=1)[P](C1C=CC=CC=1)(C1C=CC=CC=1)C1C=CC=CC=1.[Cu]I. The product is [CH3:8][O:7][C:5]([C:4]1[CH:9]=[CH:10][C:11]2[O:12][C:21]([C:18]3[CH:19]=[CH:20][C:15]([O:14][CH3:13])=[CH:16][CH:17]=3)=[CH:22][C:2]=2[CH:3]=1)=[O:6]. The yield is 0.710. (3) The reactants are C(=O)([O-])[O-].[Ca+2].I(Cl)(=O)=O.[I:10](Cl)(=O)=O.C([N+](C)(C)C)C1C=CC=CC=1.C1(C)C=CC=CC=1.[CH3:32][C:33]1[C:38]([CH3:39])=[CH:37][C:36]([CH3:40])=[C:35]([CH2:41][C:42]([CH3:44])=[CH2:43])[C:34]=1[OH:45]. The catalyst is CO. The product is [I:10][CH2:43][C:42]1([CH3:44])[CH2:41][C:35]2[C:36]([CH3:40])=[CH:37][C:38]([CH3:39])=[C:33]([CH3:32])[C:34]=2[O:45]1. The yield is 0.920.